Dataset: Forward reaction prediction with 1.9M reactions from USPTO patents (1976-2016). Task: Predict the product of the given reaction. (1) Given the reactants [NH:1]1[CH2:6][CH2:5][O:4][CH2:3][CH2:2]1.[Br:7][C:8]1[CH:15]=[CH:14][C:11]([CH:12]=O)=[CH:10][CH:9]=1, predict the reaction product. The product is: [Br:7][C:8]1[CH:15]=[CH:14][C:11]([CH2:12][N:1]2[CH2:6][CH2:5][O:4][CH2:3][CH2:2]2)=[CH:10][CH:9]=1. (2) The product is: [F:25][C:17]1[CH:16]=[C:15]([C:7]2[CH:8]=[CH:9][C:10]([O:11][CH:12]([CH3:14])[CH3:13])=[C:5]([C:3]([OH:4])=[O:2])[CH:6]=2)[CH:20]=[C:19]([C:21](=[O:24])[NH:22][CH3:23])[CH:18]=1. Given the reactants C[O:2][C:3]([C:5]1[CH:6]=[C:7]([C:15]2[CH:20]=[C:19]([C:21](=[O:24])[NH:22][CH3:23])[CH:18]=[C:17]([F:25])[CH:16]=2)[CH:8]=[CH:9][C:10]=1[O:11][CH:12]([CH3:14])[CH3:13])=[O:4].[OH-].[K+], predict the reaction product.